This data is from Full USPTO retrosynthesis dataset with 1.9M reactions from patents (1976-2016). The task is: Predict the reactants needed to synthesize the given product. (1) Given the product [F:12][C:9]([F:10])([F:11])[C:7]1[CH:6]=[C:5]([CH:13]2[CH2:18][CH2:17][CH2:16][NH:15][CH2:14]2)[CH:4]=[C:3]([C:2]([F:19])([F:20])[F:1])[CH:8]=1, predict the reactants needed to synthesize it. The reactants are: [F:1][C:2]([F:20])([F:19])[C:3]1[CH:4]=[C:5]([C:13]2[CH:14]=[N:15][CH:16]=[CH:17][CH:18]=2)[CH:6]=[C:7]([C:9]([F:12])([F:11])[F:10])[CH:8]=1.Cl. (2) Given the product [ClH:41].[ClH:41].[NH2:30][C:21]1[C:22]([O:24][CH2:25][CH2:26][O:43][CH3:42])=[CH:23][C:18]([CH2:17][C@H:14]2[C@H:15]([OH:16])[C@@H:10]([NH:9][CH2:8][C:7]3[CH:36]=[CH:37][CH:38]=[C:5]([C:1]([CH3:4])([CH3:2])[CH3:3])[CH:6]=3)[CH2:11][S:12](=[O:35])(=[O:34])[CH2:13]2)=[CH:19][C:20]=1[F:33], predict the reactants needed to synthesize it. The reactants are: [C:1]([C:5]1[CH:6]=[C:7]([CH:36]=[CH:37][CH:38]=1)[CH2:8][NH:9][C@@H:10]1[C@@H:15]([OH:16])[C@H:14]([CH2:17][C:18]2[CH:23]=[C:22]([O:24][CH2:25][C:26](F)(F)F)[C:21]([N+:30]([O-])=O)=[C:20]([F:33])[CH:19]=2)[CH2:13][S:12](=[O:35])(=[O:34])[CH2:11]1)([CH3:4])([CH3:3])[CH3:2].[BH4-].[Na+].[ClH:41].[CH3:42][OH:43]. (3) Given the product [CH3:12][C:11]([N+:13]([O-:15])=[O:14])([CH3:16])[CH2:10][CH2:9][CH2:8][I:1], predict the reactants needed to synthesize it. The reactants are: [I-:1].[Na+].CS(O[CH2:8][CH2:9][CH2:10][C:11]([CH3:16])([N+:13]([O-:15])=[O:14])[CH3:12])(=O)=O.[Al].O. (4) Given the product [C:15]([O:14][C:12]([N:4]1[CH2:5][CH2:6][C@H:2]([OH:1])[C@H:3]1[C:7]([OH:9])=[O:8])=[O:13])([CH3:18])([CH3:17])[CH3:16], predict the reactants needed to synthesize it. The reactants are: [OH:1][C@H:2]1[CH2:6][CH2:5][NH:4][C@@H:3]1[C:7]([OH:9])=[O:8].[OH-].[Na+].[C:12](O[C:12]([O:14][C:15]([CH3:18])([CH3:17])[CH3:16])=[O:13])([O:14][C:15]([CH3:18])([CH3:17])[CH3:16])=[O:13].Cl. (5) Given the product [F:14][C:15]1[CH:20]=[C:19]([F:21])[CH:18]=[CH:17][C:16]=1[C:3]#[C:2][CH2:1][N:4]1[CH2:12][C:11]2[C:6](=[CH:7][CH:8]=[CH:9][CH:10]=2)[C:5]1=[O:13], predict the reactants needed to synthesize it. The reactants are: [CH2:1]([N:4]1[CH2:12][C:11]2[C:6](=[CH:7][CH:8]=[CH:9][CH:10]=2)[C:5]1=[O:13])[C:2]#[CH:3].[F:14][C:15]1[CH:20]=[C:19]([F:21])[CH:18]=[CH:17][C:16]=1I. (6) Given the product [S:1]1[C:5]2=[CH:6][N:7]=[CH:8][CH:9]=[C:4]2[CH:3]=[C:2]1[B:15]([OH:20])[OH:16], predict the reactants needed to synthesize it. The reactants are: [S:1]1[C:5]2=[CH:6][N:7]=[CH:8][CH:9]=[C:4]2[CH:3]=[CH:2]1.C([Li])CCC.[B:15](OC(C)C)([O:20]C(C)C)[O:16]C(C)C.Cl. (7) Given the product [C:11]([O:10][C:8]([N:1]1[CH2:5][CH:4]=[CH:3][CH2:2]1)=[O:9])([CH3:14])([CH3:13])[CH3:12], predict the reactants needed to synthesize it. The reactants are: [NH:1]1[CH2:5][CH:4]=[CH:3][CH2:2]1.[OH-].[Na+].[C:8](O[C:8]([O:10][C:11]([CH3:14])([CH3:13])[CH3:12])=[O:9])([O:10][C:11]([CH3:14])([CH3:13])[CH3:12])=[O:9]. (8) Given the product [I:1][C:2]1[N:3]=[C:4]([CH3:7])[N:5]([C:18]([O:20][CH2:21][CH3:22])=[O:19])[CH:6]=1, predict the reactants needed to synthesize it. The reactants are: [I:1][C:2]1[N:3]=[C:4]([CH3:7])[NH:5][CH:6]=1.CCN(C(C)C)C(C)C.Cl[C:18]([O:20][CH2:21][CH3:22])=[O:19].